This data is from Reaction yield outcomes from USPTO patents with 853,638 reactions. The task is: Predict the reaction yield, written as a fraction of the theoretical maximum amount of product (1.0 means a 100% yield; for example, 0.34 means a 34% yield). (1) The reactants are Br.[CH3:2][C:3]1[N:4]=[C:5]([CH3:25])[C:6]2[N:7]([CH:9]=[C:10]([C:12]3[C:13](=[O:24])[O:14][C:15]4[C:20]([CH:21]=3)=[CH:19][CH:18]=[C:17]([CH2:22][OH:23])[CH:16]=4)[N:11]=2)[CH:8]=1.C(N(C(C)C)CC)(C)C.[CH3:35][S:36](Cl)(=[O:38])=[O:37]. The catalyst is C(Cl)Cl. The product is [CH3:35][S:36]([O:23][CH2:22][C:17]1[CH:16]=[C:15]2[C:20]([CH:21]=[C:12]([C:10]3[N:11]=[C:6]4[C:5]([CH3:25])=[N:4][C:3]([CH3:2])=[CH:8][N:7]4[CH:9]=3)[C:13](=[O:24])[O:14]2)=[CH:19][CH:18]=1)(=[O:38])=[O:37]. The yield is 0.900. (2) The reactants are [Cl:1][C:2]1[S:6][C:5]([S:7](Cl)(=[O:9])=[O:8])=[CH:4][CH:3]=1.[NH2:11][CH:12]([CH2:15][OH:16])[CH2:13][OH:14]. No catalyst specified. The product is [Cl:1][C:2]1[S:6][C:5]([S:7]([NH:11][CH:12]([CH2:15][OH:16])[CH2:13][OH:14])(=[O:9])=[O:8])=[CH:4][CH:3]=1. The yield is 0.542.